Dataset: Peptide-MHC class I binding affinity with 185,985 pairs from IEDB/IMGT. Task: Regression. Given a peptide amino acid sequence and an MHC pseudo amino acid sequence, predict their binding affinity value. This is MHC class I binding data. The peptide sequence is VQPPQLTLQV. The MHC is HLA-B18:01 with pseudo-sequence HLA-B18:01. The binding affinity (normalized) is 0.